This data is from NCI-60 drug combinations with 297,098 pairs across 59 cell lines. The task is: Regression. Given two drug SMILES strings and cell line genomic features, predict the synergy score measuring deviation from expected non-interaction effect. (1) Drug 1: CC1=C2C(C(=O)C3(C(CC4C(C3C(C(C2(C)C)(CC1OC(=O)C(C(C5=CC=CC=C5)NC(=O)OC(C)(C)C)O)O)OC(=O)C6=CC=CC=C6)(CO4)OC(=O)C)OC)C)OC. Drug 2: CS(=O)(=O)C1=CC(=C(C=C1)C(=O)NC2=CC(=C(C=C2)Cl)C3=CC=CC=N3)Cl. Cell line: COLO 205. Synergy scores: CSS=61.7, Synergy_ZIP=7.18, Synergy_Bliss=5.99, Synergy_Loewe=-35.1, Synergy_HSA=2.91. (2) Cell line: ACHN. Drug 1: C1CC(C1)(C(=O)O)C(=O)O.[NH2-].[NH2-].[Pt+2]. Drug 2: CCCCCOC(=O)NC1=NC(=O)N(C=C1F)C2C(C(C(O2)C)O)O. Synergy scores: CSS=-0.481, Synergy_ZIP=0.869, Synergy_Bliss=1.44, Synergy_Loewe=-6.96, Synergy_HSA=-3.69. (3) Drug 1: CC1=C(C=C(C=C1)NC2=NC=CC(=N2)N(C)C3=CC4=NN(C(=C4C=C3)C)C)S(=O)(=O)N.Cl. Drug 2: CN1C(=O)N2C=NC(=C2N=N1)C(=O)N. Cell line: RPMI-8226. Synergy scores: CSS=-9.41, Synergy_ZIP=7.34, Synergy_Bliss=7.20, Synergy_Loewe=-3.04, Synergy_HSA=-2.92. (4) Drug 1: C1=NC2=C(N=C(N=C2N1C3C(C(C(O3)CO)O)F)Cl)N. Drug 2: C1=CN(C=N1)CC(O)(P(=O)(O)O)P(=O)(O)O. Cell line: MOLT-4. Synergy scores: CSS=66.6, Synergy_ZIP=3.29, Synergy_Bliss=2.90, Synergy_Loewe=-45.2, Synergy_HSA=-0.725.